This data is from Reaction yield outcomes from USPTO patents with 853,638 reactions. The task is: Predict the reaction yield, written as a fraction of the theoretical maximum amount of product (1.0 means a 100% yield; for example, 0.34 means a 34% yield). (1) The reactants are [CH2:1]([O:8][C:9]([N:11]1[CH2:15][CH:14]([O:16][C:17](=[O:22])[C:18]([CH3:21])([CH3:20])[CH3:19])[CH2:13][NH:12]1)=[O:10])[C:2]1[CH:7]=[CH:6][CH:5]=[CH:4][CH:3]=1.C(N(CC)CC)C.[F:30][C:31]1[CH:36]=[CH:35][C:34]([CH2:37][C:38](O)=[O:39])=[CH:33][CH:32]=1.Cl.C(N=C=NCCCN(C)C)C. The catalyst is ClCCl. The product is [CH2:1]([O:8][C:9]([N:11]1[CH2:15][CH:14]([O:16][C:17](=[O:22])[C:18]([CH3:19])([CH3:21])[CH3:20])[CH2:13][N:12]1[C:38](=[O:39])[CH2:37][C:34]1[CH:35]=[CH:36][C:31]([F:30])=[CH:32][CH:33]=1)=[O:10])[C:2]1[CH:7]=[CH:6][CH:5]=[CH:4][CH:3]=1. The yield is 0.910. (2) The reactants are [H-].[Na+].C(OP([CH2:11][C:12]([O:14][CH3:15])=[O:13])(OCC)=O)C.[CH3:16][C:17]([N:21]1[CH:25]=[C:24]([C:26]2[CH:27]=[N:28][CH:29]=[CH:30][CH:31]=2)[N:23]=[CH:22]1)([CH3:20])[CH:18]=O.O. The catalyst is C1COCC1. The product is [CH3:15][O:14][C:12](=[O:13])[CH2:11][CH2:18][C:17]([CH3:20])([N:21]1[CH:25]=[C:24]([C:26]2[CH:27]=[N:28][CH:29]=[CH:30][CH:31]=2)[N:23]=[CH:22]1)[CH3:16]. The yield is 0.750. (3) The yield is 0.850. The product is [Cl:31][C:32]1[N:37]=[C:36]([O:1][C:2]2[CH:30]=[CH:29][CH:28]=[CH:27][C:3]=2[CH2:4][NH:5][C:6]([NH:8][C:9]2[N:13]([C:14]3[CH:19]=[CH:18][C:17]([CH3:20])=[C:16]([O:21][CH3:22])[CH:15]=3)[N:12]=[C:11]([C:23]([CH3:26])([CH3:24])[CH3:25])[CH:10]=2)=[O:7])[CH:35]=[CH:34][N:33]=1. The reactants are [OH:1][C:2]1[CH:30]=[CH:29][CH:28]=[CH:27][C:3]=1[CH2:4][NH:5][C:6]([NH:8][C:9]1[N:13]([C:14]2[CH:19]=[CH:18][C:17]([CH3:20])=[C:16]([O:21][CH3:22])[CH:15]=2)[N:12]=[C:11]([C:23]([CH3:26])([CH3:25])[CH3:24])[CH:10]=1)=[O:7].[Cl:31][C:32]1[N:37]=[C:36](Cl)[CH:35]=[CH:34][N:33]=1.[OH-].[Na+]. The catalyst is CC(C)=O.CS(C)=O.